This data is from Catalyst prediction with 721,799 reactions and 888 catalyst types from USPTO. The task is: Predict which catalyst facilitates the given reaction. (1) Reactant: [Br:1][C:2]1[CH:17]=[CH:16][C:5]2[C:6]3[N:7]=[C:8]([CH:14]=O)[S:9][C:10]=3[CH2:11][CH2:12][O:13][C:4]=2[CH:3]=1.[N+](=[C:20](P(OC)(OC)=O)C(OC)=O)=[N-].C(=O)([O-])[O-].[K+].[K+]. Product: [Br:1][C:2]1[CH:17]=[CH:16][C:5]2[C:6]3[N:7]=[C:8]([C:14]#[CH:20])[S:9][C:10]=3[CH2:11][CH2:12][O:13][C:4]=2[CH:3]=1. The catalyst class is: 5. (2) Reactant: [C:1]([OH:6])(=[O:5])[CH2:2][CH2:3][CH3:4].O[N:8]1[C:12](=[O:13])[CH2:11][CH2:10][C:9]1=[O:14].C1(N=C=NC2CCCCC2)CCCCC1. Product: [O:14]=[C:9]1[CH2:10][CH2:11][C:12](=[O:13])[N:8]1[O:5][C:1](=[O:6])[CH2:2][CH2:3][CH3:4]. The catalyst class is: 12. (3) Reactant: [CH3:1][C:2]([C:4]1[CH:5]=[CH:6][CH:7]=[C:8]([OH:10])[CH:9]=1)=[O:3].[CH2:11]1[O:21][C:20]2[CH:19]=[CH:18][C:15]([CH:16]=O)=[CH:14][C:13]=2[O:12]1.[OH-].[Na+]. Product: [OH:10][C:8]1[CH:9]=[C:4]([CH:5]=[CH:6][CH:7]=1)[C:2](=[O:3])[CH:1]=[CH:16][C:15]1[CH:18]=[CH:19][C:20]2[O:21][CH2:11][O:12][C:13]=2[CH:14]=1. The catalyst class is: 5. (4) The catalyst class is: 16. Reactant: C1([O:7][C:8](=O)[NH:9][CH2:10][C:11]2[CH:16]=[CH:15][CH:14]=[CH:13][C:12]=2[S:17][C:18]2[CH:19]=[CH:20][C:21]3[N:22]([C:24]([CH:27]([CH3:29])[CH3:28])=[N:25][N:26]=3)[CH:23]=2)C=CC=CC=1.[CH2:31]([NH:33][CH3:34])[CH3:32]. Product: [CH2:31]([N:33]([CH3:34])[C:8]([NH:9][CH2:10][C:11]1[CH:16]=[CH:15][CH:14]=[CH:13][C:12]=1[S:17][C:18]1[CH:19]=[CH:20][C:21]2[N:22]([C:24]([CH:27]([CH3:28])[CH3:29])=[N:25][N:26]=2)[CH:23]=1)=[O:7])[CH3:32].